From a dataset of Full USPTO retrosynthesis dataset with 1.9M reactions from patents (1976-2016). Predict the reactants needed to synthesize the given product. (1) Given the product [O:1]1[C:6]2[CH:7]=[CH:8][C:9]([C:11]3[C:12]([C:19]4[S:20][CH:21]=[CH:22][N:23]=4)=[N:13][N:14]([CH3:18])[C:15]=3[CH:16]([OH:17])[C:35]([O:33][CH3:31])=[O:36])=[CH:10][C:5]=2[CH2:4][CH2:3][CH2:2]1, predict the reactants needed to synthesize it. The reactants are: [O:1]1[C:6]2[CH:7]=[CH:8][C:9]([C:11]3[C:12]([C:19]4[S:20][CH:21]=[CH:22][N:23]=4)=[N:13][N:14]([CH3:18])[C:15]=3[CH:16]=[O:17])=[CH:10][C:5]=2[CH2:4][CH2:3][CH2:2]1.C[Si](C#N)(C)C.[Na].[C:31](Cl)(=[O:33])C.[CH3:35][OH:36]. (2) The reactants are: [CH3:1][C:2]1([CH3:10])[CH2:7][C:6](=[O:8])[O:5][C:4](=[O:9])[CH2:3]1.[NH2:11][C:12]1[CH:17]=[CH:16][CH:15]=[CH:14][CH:13]=1. Given the product [CH3:10][C:2]([CH3:1])([CH2:3][C:4](=[O:9])[NH:11][C:12]1[CH:17]=[CH:16][CH:15]=[CH:14][CH:13]=1)[CH2:7][C:6]([OH:5])=[O:8], predict the reactants needed to synthesize it. (3) Given the product [CH3:6][O:5][C:4]1[CH:3]=[C:2]([CH:11]=[CH:10][C:7]=1[O:8][CH3:9])[CH2:1][NH:21][C@@H:19]([C:13]1[CH:18]=[CH:17][CH:16]=[CH:15][CH:14]=1)[CH3:20], predict the reactants needed to synthesize it. The reactants are: [CH:1](=O)[C:2]1[CH:11]=[CH:10][C:7]([O:8][CH3:9])=[C:4]([O:5][CH3:6])[CH:3]=1.[C:13]1([C@H:19]([NH2:21])[CH3:20])[CH:18]=[CH:17][CH:16]=[CH:15][CH:14]=1.[H][H]. (4) Given the product [Cl:30][C:31]1[CH:32]=[N:33][C:34]([O:1][CH2:2][CH2:3][O:4][C:5]2[C:9]([C:10]3[CH:11]=[CH:12][C:13]([CH3:16])=[CH:14][CH:15]=3)=[C:8]([NH:17][S:18]([C:21]3[CH:26]=[CH:25][CH:24]=[CH:23][N:22]=3)(=[O:19])=[O:20])[N:7]([CH3:27])[N:6]=2)=[N:35][CH:36]=1, predict the reactants needed to synthesize it. The reactants are: [OH:1][CH2:2][CH2:3][O:4][C:5]1[C:9]([C:10]2[CH:15]=[CH:14][C:13]([CH3:16])=[CH:12][CH:11]=2)=[C:8]([NH:17][S:18]([C:21]2[CH:26]=[CH:25][CH:24]=[CH:23][N:22]=2)(=[O:20])=[O:19])[N:7]([CH3:27])[N:6]=1.[H-].[Na+].[Cl:30][C:31]1[CH:32]=[N:33][C:34](S(C)(=O)=O)=[N:35][CH:36]=1.O. (5) Given the product [Cl:13][C:8]1[CH:7]=[CH:6][N:5]=[C:4]2[CH:3]=[CH:2][NH:1][C:9]=12, predict the reactants needed to synthesize it. The reactants are: [NH:1]1[C:9]2[C:4](=[N+:5]([O-])[CH:6]=[CH:7][CH:8]=2)[CH:3]=[CH:2]1.P(Cl)(Cl)([Cl:13])=O. (6) Given the product [CH3:1][NH:2][C@@H:3]([C:14]([NH:16][C@H:17]([C:22]([N:24]([C@@H:26]([CH:35]([CH3:37])[CH3:36])/[CH:27]=[C:28](/[C:29]([OH:31])=[O:30])\[CH3:34])[CH3:25])=[O:23])[C:18]([CH3:21])([CH3:20])[CH3:19])=[O:15])[C:4]([CH3:13])([CH3:12])[C:5]1[CH:10]=[CH:9][CH:8]=[C:7]([CH3:11])[CH:6]=1, predict the reactants needed to synthesize it. The reactants are: [CH3:1][NH:2][C@@H:3]([C:14]([NH:16][C@H:17]([C:22]([N:24]([C@@H:26]([CH:35]([CH3:37])[CH3:36])/[CH:27]=[C:28](\[CH3:34])/[C:29]([O:31]CC)=[O:30])[CH3:25])=[O:23])[C:18]([CH3:21])([CH3:20])[CH3:19])=[O:15])[C:4]([CH3:13])([CH3:12])[C:5]1[CH:10]=[CH:9][CH:8]=[C:7]([CH3:11])[CH:6]=1.[OH-].[Li+].